From a dataset of Forward reaction prediction with 1.9M reactions from USPTO patents (1976-2016). Predict the product of the given reaction. (1) Given the reactants C([O:3][C:4](=[O:12])[CH:5]([CH2:9][CH:10]=[CH2:11])[CH2:6][CH:7]=[CH2:8])C.[OH-].[Na+], predict the reaction product. The product is: [CH2:6]([CH:5]([CH2:9][CH:10]=[CH2:11])[C:4]([OH:12])=[O:3])[CH:7]=[CH2:8]. (2) Given the reactants [CH2:1]([N:3]1[CH:7]=[C:6](B2OC(C)(C)C(C)(C)O2)[C:5]([C:17]2[C:18]([F:38])=[C:19]([N:23](OC)[S:24]([C:27]3[CH:32]=[C:31]([F:33])[CH:30]=[C:29](C)[C:28]=3[F:35])(=[O:26])=[O:25])[CH:20]=[CH:21][CH:22]=2)=[N:4]1)[CH3:2].I[C:40]1[CH:48]=[CH:47][N:46]=[C:45]2[C:41]=1[CH:42]=[CH:43][NH:44]2.[C:49](=[O:52])([O-])[O-].[Cs+].[Cs+].[CH2:55](Cl)Cl, predict the reaction product. The product is: [CH2:1]([N:3]1[CH:7]=[C:6]([C:40]2[CH:48]=[CH:47][N:46]=[C:45]3[NH:44][CH:43]=[CH:42][C:41]=23)[C:5]([C:17]2[C:18]([F:38])=[C:19]([N:23]([CH2:55][O:52][CH3:49])[S:24]([C:27]3[CH:32]=[C:31]([F:33])[CH:30]=[CH:29][C:28]=3[F:35])(=[O:26])=[O:25])[CH:20]=[CH:21][CH:22]=2)=[N:4]1)[CH3:2]. (3) Given the reactants [CH3:1][O:2][C:3]1[CH:4]=[CH:5][C:6]2[NH:12][C:11](=[O:13])[N:10]([CH:14]3[CH2:19][CH2:18][NH:17][CH2:16][CH2:15]3)[CH2:9][CH2:8][C:7]=2[CH:20]=1.Cl[C:22]1[N:27]=[C:26]([O:28][CH3:29])[N:25]=[C:24]([O:30][C:31]2[CH:40]=[C:39]([CH3:41])[C:34]3[NH:35][C:36](=[O:38])[O:37][C:33]=3[CH:32]=2)[CH:23]=1.CCN(C(C)C)C(C)C, predict the reaction product. The product is: [CH3:29][O:28][C:26]1[N:25]=[C:24]([O:30][C:31]2[CH:40]=[C:39]([CH3:41])[C:34]3[NH:35][C:36](=[O:38])[O:37][C:33]=3[CH:32]=2)[CH:23]=[C:22]([N:17]2[CH2:18][CH2:19][CH:14]([N:10]3[CH2:9][CH2:8][C:7]4[CH:20]=[C:3]([O:2][CH3:1])[CH:4]=[CH:5][C:6]=4[NH:12][C:11]3=[O:13])[CH2:15][CH2:16]2)[N:27]=1. (4) Given the reactants [F:1][C:2]1[CH:7]=[CH:6][C:5]([NH:8][C:9]([NH2:11])=[S:10])=[CH:4][C:3]=1[Cl:12].Cl[CH2:14][C:15]([CH2:17]Cl)=O.[NH2:19][C:20]1[C:25]([C:26]#[N:27])=[C:24]([C:28]2[CH:29]=[N:30][C:31]([O:34][CH2:35][CH2:36][OH:37])=[CH:32][CH:33]=2)[C:23]([C:38]#[N:39])=[C:22]([SH:40])[N:21]=1.C(=O)(O)[O-].[Na+], predict the reaction product. The product is: [NH2:19][C:20]1[C:25]([C:26]#[N:27])=[C:24]([C:28]2[CH:29]=[N:30][C:31]([O:34][CH2:35][CH2:36][OH:37])=[CH:32][CH:33]=2)[C:23]([C:38]#[N:39])=[C:22]([S:40][CH2:17][C:15]2[N:11]=[C:9]([NH:8][C:5]3[CH:6]=[CH:7][C:2]([F:1])=[C:3]([Cl:12])[CH:4]=3)[S:10][CH:14]=2)[N:21]=1. (5) Given the reactants [CH:1]([C:4]1[CH:10]=[CH:9][CH:8]=[C:7]([CH:11]([CH3:13])[CH3:12])[C:5]=1[NH2:6])([CH3:3])[CH3:2].C([N:16]([CH2:19][CH3:20])CC)C.Cl[S:22]([C:25]1[CH:33]=[CH:32][CH:31]=[CH:30][C:26]=1[C:27](Cl)=[O:28])(=[O:24])=[O:23], predict the reaction product. The product is: [CH:11]([C:7]1[CH:8]=[CH:9][CH:10]=[C:4]([CH:1]([CH3:3])[CH3:2])[C:5]=1[NH:6][C:27](=[O:28])[C:26]1[CH:30]=[CH:31][CH:32]=[CH:33][C:25]=1[S:22](=[O:24])(=[O:23])[NH:16][C:19]1[C:20]([CH:1]([CH3:3])[CH3:2])=[CH:9][CH:10]=[CH:4][C:5]=1[CH:7]([CH3:11])[CH3:8])([CH3:13])[CH3:12]. (6) Given the reactants [Br:1][C:2]1[CH:7]=[C:6]([O:8][C:9]2[CH:10]=[C:11]([CH:15]=[CH:16][CH:17]=2)[C:12]([OH:14])=O)[CH:5]=[CH:4][N:3]=1.CN(C(ON1N=NC2C=CC=NC1=2)=[N+](C)C)C.F[P-](F)(F)(F)(F)F.[F:42][C:43]1[CH:49]=[CH:48][C:47]([CH3:50])=[CH:46][C:44]=1[NH2:45].C(N(CC)C(C)C)(C)C, predict the reaction product. The product is: [Br:1][C:2]1[CH:7]=[C:6]([O:8][C:9]2[CH:10]=[C:11]([CH:15]=[CH:16][CH:17]=2)[C:12]([NH:45][C:44]2[CH:46]=[C:47]([CH3:50])[CH:48]=[CH:49][C:43]=2[F:42])=[O:14])[CH:5]=[CH:4][N:3]=1.